Predict hERG channel inhibition at various concentrations. From a dataset of hERG Central: cardiac toxicity at 1µM, 10µM, and general inhibition. (1) The drug is CCCN1CCN(CCCNC(=O)C2CCCN(c3nc4ccc(OCC)cc4s3)C2)CC1. Results: hERG_inhib (hERG inhibition (general)): blocker. (2) The compound is Cc1nnc(SC(C)C(=O)Nc2ncc(Cl)cc2Cl)n1Cc1ccccc1. Results: hERG_inhib (hERG inhibition (general)): blocker.